This data is from hERG Central: cardiac toxicity at 1µM, 10µM, and general inhibition. The task is: Predict hERG channel inhibition at various concentrations. (1) The compound is CC1CC(C)CN(Cc2nc(N)nc(Nc3ccc4ccccc4c3)n2)C1. Results: hERG_inhib (hERG inhibition (general)): blocker. (2) The compound is COc1ccc(CNCCc2c[nH]c3ccccc23)c(OC)c1C.O=C(O)C(=O)O. Results: hERG_inhib (hERG inhibition (general)): blocker.